From a dataset of Forward reaction prediction with 1.9M reactions from USPTO patents (1976-2016). Predict the product of the given reaction. (1) Given the reactants C([Li])CCC.CCCCCC.C(NC(C)C)(C)C.[Si:19]([O:26][C@@H:27]1[CH2:32][CH2:31][C@H:30]([CH2:33][C:34]([O:36][CH2:37][C:38]2[CH:43]=[CH:42][CH:41]=[CH:40][CH:39]=2)=[O:35])[CH2:29][CH2:28]1)([C:22]([CH3:25])([CH3:24])[CH3:23])([CH3:21])[CH3:20].[Si:44]([O:51][C@@H:52]1[CH2:57][CH2:56][C@H:55]([C:58](=[O:69])[C:59]([O:61][CH2:62][C:63]2[CH:68]=[CH:67][CH:66]=[CH:65][CH:64]=2)=[O:60])[CH2:54][CH2:53]1)([C:47]([CH3:50])([CH3:49])[CH3:48])([CH3:46])[CH3:45], predict the reaction product. The product is: [Si:44]([O:51][C@@H:52]1[CH2:53][CH2:54][C@H:55]([C:58]([OH:69])([CH:33]([C@H:30]2[CH2:31][CH2:32][C@@H:27]([O:26][Si:19]([C:22]([CH3:25])([CH3:24])[CH3:23])([CH3:21])[CH3:20])[CH2:28][CH2:29]2)[C:34]([O:36][CH2:37][C:38]2[CH:43]=[CH:42][CH:41]=[CH:40][CH:39]=2)=[O:35])[C:59]([O:61][CH2:62][C:63]2[CH:64]=[CH:65][CH:66]=[CH:67][CH:68]=2)=[O:60])[CH2:56][CH2:57]1)([C:47]([CH3:50])([CH3:49])[CH3:48])([CH3:46])[CH3:45]. (2) Given the reactants [CH2:1]([NH:3][C:4]1[CH:9]=[CH:8][C:7]([O:10][CH3:11])=[CH:6][C:5]=1[CH:12]1[CH2:21][CH2:20][C:19]2[CH:18]=[C:17]([OH:22])[CH:16]=[CH:15][C:14]=2[CH2:13]1)[CH3:2].[N:23]1([CH2:30][CH2:31][O:32][C:33]2[CH:40]=[CH:39][C:36]([CH:37]=O)=[CH:35][CH:34]=2)[CH2:29][CH2:28][CH2:27][CH2:26][CH2:25][CH2:24]1, predict the reaction product. The product is: [N:23]1([CH2:30][CH2:31][O:32][C:33]2[CH:40]=[CH:39][C:36]([CH2:37][CH2:2][CH2:1][NH:3][C:4]3[CH:9]=[CH:8][C:7]([O:10][CH3:11])=[CH:6][C:5]=3[CH:12]3[CH2:21][CH2:20][C:19]4[CH:18]=[C:17]([OH:22])[CH:16]=[CH:15][C:14]=4[CH2:13]3)=[CH:35][CH:34]=2)[CH2:29][CH2:28][CH2:27][CH2:26][CH2:25][CH2:24]1.